This data is from Catalyst prediction with 721,799 reactions and 888 catalyst types from USPTO. The task is: Predict which catalyst facilitates the given reaction. (1) Reactant: C(OC([N:8]1[CH2:13][CH2:12][N:11](C(OC(C)(C)C)=O)[CH2:10][C@@H:9]1[CH2:21][C@@H:22]([OH:24])[CH3:23])=O)(C)(C)C.C(OC(N1CCN(C(OC(C)(C)C)=O)C[C@@H]1C[C@H](O)C)=O)(C)(C)C.FC(F)(F)C(O)=O. Product: [OH:24][C@H:22]([CH3:23])[CH2:21][C@H:9]1[CH2:10][NH:11][CH2:12][CH2:13][NH:8]1. The catalyst class is: 4. (2) Reactant: [H-].[Na+].[I-].[CH3:4][S+](C)(C)=O.[Cl:9][C:10]1[CH:18]=[CH:17][C:16]2[C:12](=[CH:13][N:14]([CH3:19])[N:15]=2)[C:11]=1/[CH:20]=[CH:21]/[C:22]([O:24][CH2:25][CH3:26])=[O:23].O. Product: [Cl:9][C:10]1[CH:18]=[CH:17][C:16]2[C:12](=[CH:13][N:14]([CH3:19])[N:15]=2)[C:11]=1[CH:20]1[CH2:4][CH:21]1[C:22]([O:24][CH2:25][CH3:26])=[O:23]. The catalyst class is: 16. (3) Reactant: [F:1][C:2]1[CH:10]=[CH:9][C:8]2[NH:7][C:6]3[CH:11]=[N:12][N:13]([CH:14]4[CH2:19][CH2:18][CH2:17][CH2:16][O:15]4)[C:5]=3[C:4]=2[CH:3]=1.Br[C:21]1[CH:30]=[CH:29][C:24]([C:25]([O:27]C)=[O:26])=[CH:23][CH:22]=1.C([O-])([O-])=O.[Cs+].[Cs+]. Product: [F:1][C:2]1[CH:10]=[CH:9][C:8]2[N:7]([C:21]3[CH:30]=[CH:29][C:24]([C:25]([OH:27])=[O:26])=[CH:23][CH:22]=3)[C:6]3[CH:11]=[N:12][N:13]([CH:14]4[CH2:19][CH2:18][CH2:17][CH2:16][O:15]4)[C:5]=3[C:4]=2[CH:3]=1. The catalyst class is: 471. (4) Reactant: [CH3:1][C:2]1[C:10]([NH:11][C:12](=[O:14])[CH3:13])=[CH:9][CH:8]=[C:7]2[C:3]=1[CH2:4][CH2:5][C:6]2=[O:15].C([O-])(=O)C.[K+].C(O)(=O)C.C(OC(=O)C)(=O)C.O1CCOCCOCCOCCOCCOCC1.[N:50](OCCC(C)C)=O. Product: [C:12]([N:11]1[C:10]2[CH:9]=[CH:8][C:7]3[C:6](=[O:15])[CH2:5][CH2:4][C:3]=3[C:2]=2[CH:1]=[N:50]1)(=[O:14])[CH3:13]. The catalyst class is: 22. (5) Reactant: [CH3:1][O:2][CH2:3][CH2:4][CH2:5][N:6]1[C:14]2[C:9](=[CH:10][CH:11]=[C:12]([CH2:15]O)[CH:13]=2)[CH:8]=[N:7]1.C1C=CC(P(C2C=CC=CC=2)C2C=CC=CC=2)=CC=1.C1C(=O)N([Br:43])C(=O)C1. Product: [Br:43][CH2:15][C:12]1[CH:13]=[C:14]2[C:9]([CH:8]=[N:7][N:6]2[CH2:5][CH2:4][CH2:3][O:2][CH3:1])=[CH:10][CH:11]=1. The catalyst class is: 2. (6) Reactant: [CH3:1][C:2]1[CH:7]=[CH:6][C:5]([S:8]([O:11][CH2:12][C@@H:13]([OH:28])[C@H:14]([OH:27])[CH2:15][O:16][S:17]([C:20]2[CH:25]=[CH:24][C:23]([CH3:26])=[CH:22][CH:21]=2)(=[O:19])=[O:18])(=[O:10])=[O:9])=[CH:4][CH:3]=1.B(F)(F)F.[CH3:33]COCC.COCOC. Product: [CH3:1][C:2]1[CH:7]=[CH:6][C:5]([S:8]([O:11][CH2:12][C@@H:13]2[C@@H:14]([CH2:15][O:16][S:17]([C:20]3[CH:21]=[CH:22][C:23]([CH3:26])=[CH:24][CH:25]=3)(=[O:19])=[O:18])[O:27][CH2:33][O:28]2)(=[O:9])=[O:10])=[CH:4][CH:3]=1. The catalyst class is: 480. (7) The catalyst class is: 248. Product: [Cl:1][C:2]1[CH:3]=[C:4]([S:8]([NH:11][C:12]2[CH:13]=[C:14]([CH:18]=[CH:19][CH:20]=2)[C:15]([NH:31][C:28]2[CH:29]=[CH:30][C:25]([C:24]([OH:33])=[O:23])=[C:26]([F:32])[CH:27]=2)=[O:17])(=[O:9])=[O:10])[CH:5]=[CH:6][CH:7]=1. Reactant: [Cl:1][C:2]1[CH:3]=[C:4]([S:8]([NH:11][C:12]2[CH:13]=[C:14]([CH:18]=[CH:19][CH:20]=2)[C:15]([OH:17])=O)(=[O:10])=[O:9])[CH:5]=[CH:6][CH:7]=1.C([O:23][C:24](=[O:33])[C:25]1[CH:30]=[CH:29][C:28]([NH2:31])=[CH:27][C:26]=1[F:32])C.C(N(C(C)C)CC)(C)C.CN(C(ON1N=NC2C=CC=NC1=2)=[N+](C)C)C.F[P-](F)(F)(F)(F)F. (8) Reactant: C(=O)(O)[O-].[Na+].O.[OH:7][CH:8]1[CH2:13][CH2:12][NH:11][CH2:10][CH2:9]1.[N:14]#[C:15]Br. Product: [C:15]([N:11]1[CH2:12][CH2:13][CH:8]([OH:7])[CH2:9][CH2:10]1)#[N:14]. The catalyst class is: 2. (9) Reactant: [Br:1][C:2]1[CH:9]=[CH:8][C:5]([CH2:6][OH:7])=[CH:4][CH:3]=1.CC(C)([O-])C.[K+].F[C:17]1[CH:22]=[CH:21][CH:20]=[CH:19][N:18]=1.O.[Cl-].[Na+]. Product: [Br:1][C:2]1[CH:9]=[CH:8][C:5]([CH2:6][O:7][C:17]2[CH:22]=[CH:21][CH:20]=[CH:19][N:18]=2)=[CH:4][CH:3]=1. The catalyst class is: 148. (10) Reactant: [F:1][C:2]([F:31])([F:30])[CH2:3][O:4][C:5]1[CH:10]=[C:9]([O:11][CH2:12][C:13]([F:16])([F:15])[F:14])[N:8]=[C:7]([NH:17][C:18](=[O:29])[NH:19][C:20]2[S:21][C:22]([C:25]([F:28])([F:27])[F:26])=[CH:23][CH:24]=2)[N:6]=1.[H-].[Na+].[CH3:34][O:35][CH2:36]Br.O. Product: [CH3:34][O:35][CH2:36][N:17]([C:7]1[N:6]=[C:5]([O:4][CH2:3][C:2]([F:1])([F:30])[F:31])[CH:10]=[C:9]([O:11][CH2:12][C:13]([F:16])([F:15])[F:14])[N:8]=1)[C:18](=[O:29])[NH:19][C:20]1[S:21][C:22]([C:25]([F:26])([F:27])[F:28])=[CH:23][CH:24]=1. The catalyst class is: 9.